This data is from Forward reaction prediction with 1.9M reactions from USPTO patents (1976-2016). The task is: Predict the product of the given reaction. (1) The product is: [NH:13]1[C:14]2[CH:19]=[CH:18][CH:17]=[CH:16][C:15]=2[N:11]=[C:12]1[C@H:8]([NH:9][C:10]([NH:32][C@@H:29]([C:23]1[CH:28]=[CH:27][CH:26]=[CH:25][CH:24]=1)[CH2:30][CH3:31])=[O:20])[CH2:7][C:6]1[CH:21]=[CH:22][C:3]([O:2][CH3:1])=[CH:4][CH:5]=1. Given the reactants [CH3:1][O:2][C:3]1[CH:22]=[CH:21][C:6]([CH2:7][C@@H:8]2[C:12]3=[N:13][C:14]4[CH:19]=[CH:18][CH:17]=[CH:16][C:15]=4[N:11]3[C:10](=[O:20])[NH:9]2)=[CH:5][CH:4]=1.[C:23]1([C@H:29]([NH2:32])[CH2:30][CH3:31])[CH:28]=[CH:27][CH:26]=[CH:25][CH:24]=1.C(O)(C(F)(F)F)=O, predict the reaction product. (2) Given the reactants [C:1]([C:3]1[C:12]2[C:7](=[CH:8][CH:9]=[C:10]([O:13][C:14]3[CH:19]=[CH:18][CH:17]=[CH:16][CH:15]=3)[CH:11]=2)[C:6]([OH:20])=[C:5]([C:21](OC)=[O:22])[N:4]=1)#[N:2].[CH2:25]1[CH2:30][CH2:29][C:28]([CH2:35][NH2:36])([CH2:31][C:32]([OH:34])=[O:33])[CH2:27][CH2:26]1.C[O-].[Na+], predict the reaction product. The product is: [C:1]([C:3]1[C:12]2[C:7](=[CH:8][CH:9]=[C:10]([O:13][C:14]3[CH:19]=[CH:18][CH:17]=[CH:16][CH:15]=3)[CH:11]=2)[C:6]([OH:20])=[C:5]([C:21]([NH:36][CH2:35][C:28]2([CH2:31][C:32]([OH:34])=[O:33])[CH2:29][CH2:30][CH2:25][CH2:26][CH2:27]2)=[O:22])[N:4]=1)#[N:2].